Task: Predict the reactants needed to synthesize the given product.. Dataset: Full USPTO retrosynthesis dataset with 1.9M reactions from patents (1976-2016) (1) The reactants are: [F:1][C:2]1([F:19])[CH2:7][CH2:6][CH2:5][CH2:4][CH:3]1[NH:8][C:9](=[O:18])[O:10]CC1C=CC=CC=1. Given the product [CH:9]([O-:18])=[O:10].[F:1][C:2]1([F:19])[CH2:7][CH2:6][CH2:5][CH2:4][CH:3]1[NH3+:8], predict the reactants needed to synthesize it. (2) Given the product [CH3:1][N:2]1[CH2:30][CH2:29][C:5]2[N:6]([CH2:14][CH:15]([C:23]3[CH:28]=[CH:27][N:26]=[CH:25][CH:24]=3)[CH2:16][CH2:17][N:32]([CH3:33])[CH3:31])[C:7]3[CH:8]=[CH:9][C:10]([CH3:13])=[CH:11][C:12]=3[C:4]=2[CH2:3]1, predict the reactants needed to synthesize it. The reactants are: [CH3:1][N:2]1[CH2:30][CH2:29][C:5]2[N:6]([CH2:14][CH:15]([C:23]3[CH:28]=[CH:27][N:26]=[CH:25][CH:24]=3)[CH2:16][CH2:17]OS(C)(=O)=O)[C:7]3[CH:8]=[CH:9][C:10]([CH3:13])=[CH:11][C:12]=3[C:4]=2[CH2:3]1.[CH3:31][NH:32][CH3:33]. (3) Given the product [CH2:1]([N:8]1[C:12]2[CH:13]=[C:14]([O:17][CH2:31][CH2:30][CH2:29][CH2:28][CH2:27][C:26]([O:25][CH3:24])=[O:33])[CH:15]=[CH:16][C:11]=2[N:10]=[C:9]1[C:18]1[CH:23]=[CH:22][CH:21]=[CH:20][CH:19]=1)[C:2]1[CH:3]=[CH:4][CH:5]=[CH:6][CH:7]=1, predict the reactants needed to synthesize it. The reactants are: [CH2:1]([N:8]1[C:12]2[CH:13]=[C:14]([OH:17])[CH:15]=[CH:16][C:11]=2[N:10]=[C:9]1[C:18]1[CH:23]=[CH:22][CH:21]=[CH:20][CH:19]=1)[C:2]1[CH:7]=[CH:6][CH:5]=[CH:4][CH:3]=1.[CH3:24][O:25][C:26](=[O:33])[CH2:27][CH2:28][CH2:29][CH2:30][CH2:31]Br. (4) Given the product [CH2:1]([O:3][C:4]([C@@H:5]1[C@@H:6]([CH2:7][CH2:8][C:9]2[CH:10]=[CH:11][CH:12]=[CH:13][CH:14]=2)[CH2:24][N:23]([CH2:16][C:17]2[CH:22]=[CH:21][CH:20]=[CH:19][CH:18]=2)[CH2:32]1)=[O:15])[CH3:2], predict the reactants needed to synthesize it. The reactants are: [CH2:1]([O:3][C:4](=[O:15])/[CH:5]=[CH:6]/[CH2:7][CH2:8][C:9]1[CH:14]=[CH:13][CH:12]=[CH:11][CH:10]=1)[CH3:2].[CH2:16]([N:23]([Si](C)(C)C)[CH2:24]OC)[C:17]1[CH:22]=[CH:21][CH:20]=[CH:19][CH:18]=1.F[C:32](F)(F)C(O)=O. (5) Given the product [CH3:21][C:19]1([CH3:22])[C:18]([CH3:23])([CH3:24])[O:17][B:16]([C:13]2[CH:12]=[CH:11][C:10]([CH2:9][N:2]3[N:3]=[CH:4][CH:5]=[N:1]3)=[CH:15][CH:14]=2)[O:20]1, predict the reactants needed to synthesize it. The reactants are: [N:1]1[NH:2][N:3]=[CH:4][CH:5]=1.[H-].[Na+].Br[CH2:9][C:10]1[CH:15]=[CH:14][C:13]([B:16]2[O:20][C:19]([CH3:22])([CH3:21])[C:18]([CH3:24])([CH3:23])[O:17]2)=[CH:12][CH:11]=1.